From a dataset of Full USPTO retrosynthesis dataset with 1.9M reactions from patents (1976-2016). Predict the reactants needed to synthesize the given product. Given the product [F:17][C:18]([F:31])([F:30])[S:19]([O:8][CH2:7][CH:4]1[CH2:5][CH2:6][O:1][CH2:2][CH2:3]1)(=[O:21])=[O:20], predict the reactants needed to synthesize it. The reactants are: [O:1]1[CH2:6][CH2:5][CH:4]([CH2:7][OH:8])[CH2:3][CH2:2]1.N1C(C)=CC=CC=1C.[F:17][C:18]([F:31])([F:30])[S:19](O[S:19]([C:18]([F:31])([F:30])[F:17])(=[O:21])=[O:20])(=[O:21])=[O:20].